Dataset: Full USPTO retrosynthesis dataset with 1.9M reactions from patents (1976-2016). Task: Predict the reactants needed to synthesize the given product. (1) Given the product [NH2:27][CH2:26][CH:25]([NH:24][C:22]([C:18]1[N:14]2[CH:15]=[CH:16][CH:17]=[C:12]([O:11][CH2:10][C:9]3[C:42]([F:46])=[CH:43][CH:44]=[CH:45][C:8]=3[F:7])[C:13]2=[N:20][C:19]=1[CH3:21])=[O:23])[C:35]1[CH:36]=[CH:37][C:38]([F:41])=[CH:39][CH:40]=1, predict the reactants needed to synthesize it. The reactants are: Cl.C(OCC)C.[F:7][C:8]1[CH:45]=[CH:44][CH:43]=[C:42]([F:46])[C:9]=1[CH2:10][O:11][C:12]1[C:13]2[N:14]([C:18]([C:22]([NH:24][CH:25]([C:35]3[CH:40]=[CH:39][C:38]([F:41])=[CH:37][CH:36]=3)[CH2:26][NH:27]C(=O)OC(C)(C)C)=[O:23])=[C:19]([CH3:21])[N:20]=2)[CH:15]=[CH:16][CH:17]=1. (2) Given the product [C:1]([O:5][C:6]([NH:8][CH2:9][C:10]1[CH:19]=[CH:18][CH:17]=[CH:16][C:11]=1[C:12]([OH:14])=[O:13])=[O:7])([CH3:4])([CH3:2])[CH3:3], predict the reactants needed to synthesize it. The reactants are: [C:1]([O:5][C:6]([NH:8][CH2:9][C:10]1[CH:19]=[CH:18][CH:17]=[CH:16][C:11]=1[C:12]([O:14]C)=[O:13])=[O:7])([CH3:4])([CH3:3])[CH3:2].[OH-].[Na+].Cl. (3) Given the product [NH:11]1[C:19]2[CH:18]=[CH:17][CH:16]=[CH:15][C:14]=2[N:13]=[C:12]1[C@H:8]([NH:9][C:10]([NH:32][CH2:31][C:25]1[C:24]([Cl:23])=[CH:29][CH:28]=[CH:27][C:26]=1[Cl:30])=[O:20])[CH2:7][C:6]1[CH:21]=[CH:22][C:3]([O:2][CH3:1])=[CH:4][CH:5]=1, predict the reactants needed to synthesize it. The reactants are: [CH3:1][O:2][C:3]1[CH:22]=[CH:21][C:6]([CH2:7][C@@H:8]2[C:12]3=[N:13][C:14]4[CH:19]=[CH:18][CH:17]=[CH:16][C:15]=4[N:11]3[C:10](=[O:20])[NH:9]2)=[CH:5][CH:4]=1.[Cl:23][C:24]1[CH:29]=[CH:28][CH:27]=[C:26]([Cl:30])[C:25]=1[CH2:31][NH2:32].C(O)(C(F)(F)F)=O. (4) Given the product [NH2:1][C:2]1[N:7]=[C:6]([NH:24][CH2:20][CH2:21][CH2:22][CH3:23])[C:5]([S:9][C:10]2[CH:15]=[CH:14][C:13]([CH2:16][C:17]#[N:18])=[CH:12][CH:11]=2)=[C:4]([CH3:19])[N:3]=1, predict the reactants needed to synthesize it. The reactants are: [NH2:1][C:2]1[N:7]=[C:6](Cl)[C:5]([S:9][C:10]2[CH:15]=[CH:14][C:13]([CH2:16][C:17]#[N:18])=[CH:12][CH:11]=2)=[C:4]([CH3:19])[N:3]=1.[CH2:20]([NH2:24])[CH2:21][CH2:22][CH3:23]. (5) Given the product [C:1]1([N:7]2[C:11]([NH:12][C:18](=[O:26])[O:19][C:20]3[CH:25]=[CH:24][CH:23]=[CH:22][CH:21]=3)=[C:10]3[CH2:13][S:14][CH2:15][C:9]3=[N:8]2)[CH:2]=[CH:3][CH:4]=[CH:5][CH:6]=1, predict the reactants needed to synthesize it. The reactants are: [C:1]1([N:7]2[C:11]([NH2:12])=[C:10]3[CH2:13][S:14][CH2:15][C:9]3=[N:8]2)[CH:6]=[CH:5][CH:4]=[CH:3][CH:2]=1.[OH-].[Na+].[C:18](Cl)(=[O:26])[O:19][C:20]1[CH:25]=[CH:24][CH:23]=[CH:22][CH:21]=1. (6) Given the product [C:8]([C:7]1[CH:10]=[CH:11][C:4]([NH:15][C:16]2[S:17][C:18]([CH3:23])=[CH:19][C:20]=2[C:21]#[N:22])=[C:5]([N+:12]([O-:14])=[O:13])[CH:6]=1)#[N:9], predict the reactants needed to synthesize it. The reactants are: [H-].[Na+].F[C:4]1[CH:11]=[CH:10][C:7]([C:8]#[N:9])=[CH:6][C:5]=1[N+:12]([O-:14])=[O:13].[NH2:15][C:16]1[S:17][C:18]([CH3:23])=[CH:19][C:20]=1[C:21]#[N:22].Cl. (7) Given the product [CH3:20][O:19][C:8]1[CH:7]=[C:6]([O:5][CH:3]2[CH2:4][N:1]([C:32]([C:30]3[O:31][C:27]([C:21]4[CH:22]=[CH:23][CH:24]=[CH:25][CH:26]=4)=[N:28][N:29]=3)=[O:33])[CH2:2]2)[CH:18]=[CH:17][C:9]=1[CH2:10][N:11]1[CH2:12][CH2:13][O:14][CH2:15][CH2:16]1, predict the reactants needed to synthesize it. The reactants are: [NH:1]1[CH2:4][CH:3]([O:5][C:6]2[CH:18]=[CH:17][C:9]([CH2:10][N:11]3[CH2:16][CH2:15][O:14][CH2:13][CH2:12]3)=[C:8]([O:19][CH3:20])[CH:7]=2)[CH2:2]1.[C:21]1([C:27]2[O:31][C:30]([C:32](OCC)=[O:33])=[N:29][N:28]=2)[CH:26]=[CH:25][CH:24]=[CH:23][CH:22]=1.